This data is from Catalyst prediction with 721,799 reactions and 888 catalyst types from USPTO. The task is: Predict which catalyst facilitates the given reaction. (1) Reactant: [F:1][C:2]1[C:3]([NH:12][C:13]2[CH:18]=[CH:17][C:16]([I:19])=[CH:15][C:14]=2[F:20])=[C:4]([CH:8]=[CH:9][C:10]=1[F:11])[C:5]([OH:7])=O.Cl.CN(C)CCCN=C=NCC.Cl.[OH:34][C:35]1([C:39]([NH:41][CH2:42][CH:43]=[CH2:44])=[O:40])[CH2:38][NH:37][CH2:36]1. The catalyst class is: 456. Product: [F:1][C:2]1[C:3]([NH:12][C:13]2[CH:18]=[CH:17][C:16]([I:19])=[CH:15][C:14]=2[F:20])=[C:4]([C:5]([N:37]2[CH2:38][C:35]([OH:34])([C:39]([NH:41][CH2:42][CH:43]=[CH2:44])=[O:40])[CH2:36]2)=[O:7])[CH:8]=[CH:9][C:10]=1[F:11]. (2) Reactant: C(OC(=O)[NH:7][CH2:8][CH2:9][C:10](=[O:31])[NH:11][C:12]1[CH:13]=[C:14]2[C:19](=[CH:20][CH:21]=1)[N:18]=[CH:17][N:16]=[C:15]2[NH:22][CH:23]([C:25]1[CH:30]=[CH:29][CH:28]=[CH:27][CH:26]=1)[CH3:24])(C)(C)C.FC(F)(F)C(O)=O. Product: [NH2:7][CH2:8][CH2:9][C:10]([NH:11][C:12]1[CH:13]=[C:14]2[C:19](=[CH:20][CH:21]=1)[N:18]=[CH:17][N:16]=[C:15]2[NH:22][CH:23]([C:25]1[CH:26]=[CH:27][CH:28]=[CH:29][CH:30]=1)[CH3:24])=[O:31]. The catalyst class is: 754. (3) Reactant: Cl.[CH3:2][C@H:3]1[CH2:8][O:7][CH2:6][CH2:5][NH:4]1.[CH3:9][C:10]([O:13][C:14]([N:16]([C:34]([O:36][C:37]([CH3:40])([CH3:39])[CH3:38])=[O:35])[N:17]([C:25]1[C:30]([F:31])=[C:29](Cl)[N:28]=[C:27]([Cl:33])[N:26]=1)[C:18]([O:20][C:21]([CH3:24])([CH3:23])[CH3:22])=[O:19])=[O:15])([CH3:12])[CH3:11].C(N(CC)C(C)C)(C)C. Product: [CH3:12][C:10]([O:13][C:14]([N:16]([C:34]([O:36][C:37]([CH3:40])([CH3:39])[CH3:38])=[O:35])[N:17]([C:25]1[C:30]([F:31])=[C:29]([N:4]2[CH2:5][CH2:6][O:7][CH2:8][C@@H:3]2[CH3:2])[N:28]=[C:27]([Cl:33])[N:26]=1)[C:18]([O:20][C:21]([CH3:22])([CH3:23])[CH3:24])=[O:19])=[O:15])([CH3:9])[CH3:11]. The catalyst class is: 215. (4) Reactant: I[CH2:2][C:3]1([C:16]([O:18][CH2:19][CH3:20])=[O:17])[CH2:8][CH2:7][N:6]([C:9]([O:11][C:12]([CH3:15])([CH3:14])[CH3:13])=[O:10])[CH2:5][CH2:4]1.[CH2:21]([O:25][C:26]1[CH:31]=[CH:30][C:29]([SH:32])=[CH:28][CH:27]=1)[C:22]#[C:23][CH3:24].C([O-])([O-])=O.[K+].[K+]. Product: [CH2:21]([O:25][C:26]1[CH:27]=[CH:28][C:29]([S:32][CH2:2][C:3]2([C:16]([O:18][CH2:19][CH3:20])=[O:17])[CH2:8][CH2:7][N:6]([C:9]([O:11][C:12]([CH3:15])([CH3:14])[CH3:13])=[O:10])[CH2:5][CH2:4]2)=[CH:30][CH:31]=1)[C:22]#[C:23][CH3:24]. The catalyst class is: 31.